This data is from Reaction yield outcomes from USPTO patents with 853,638 reactions. The task is: Predict the reaction yield, written as a fraction of the theoretical maximum amount of product (1.0 means a 100% yield; for example, 0.34 means a 34% yield). The reactants are [C:1]1([C:10]2[CH:15]=[CH:14][CH:13]=[CH:12][CH:11]=2)[C:2]([C:7]([OH:9])=O)=[CH:3][CH:4]=[CH:5][CH:6]=1.C(Cl)(=O)C(Cl)=O.[C:22]1([C:28]2NN=[N:30][N:29]=2)[CH:27]=[CH:26][CH:25]=[CH:24][CH:23]=1. The catalyst is CN(C=O)C.C(Cl)Cl. The product is [C:1]1([C:10]2[CH:15]=[CH:14][CH:13]=[CH:12][CH:11]=2)[CH:6]=[CH:5][CH:4]=[CH:3][C:2]=1[C:7]1[O:9][C:28]([C:22]2[CH:27]=[CH:26][CH:25]=[CH:24][CH:23]=2)=[N:29][N:30]=1. The yield is 0.700.